Dataset: Catalyst prediction with 721,799 reactions and 888 catalyst types from USPTO. Task: Predict which catalyst facilitates the given reaction. (1) Reactant: C(NC(C)C)(C)C.[CH2:8]([Li])[CH2:9][CH2:10][CH3:11].[Cl:13][C:14]1[CH:19]=CC(Cl)=C[N:15]=1.[ClH:21].[OH-:22].[Na+]. Product: [Cl:13][C:14]1[CH:19]=[C:10]([CH:11]=[O:22])[C:9]([Cl:21])=[CH:8][N:15]=1. The catalyst class is: 118. (2) Reactant: [C:1]([O:7][C@@H:8]1[CH2:24][C:23]2[C@@:11]([CH3:27])([C@@H:12]3[C@@H:20]([CH2:21][CH:22]=2)[C@H:19]2[C@@:15]([CH3:26])([C:16](=O)[CH2:17][CH2:18]2)[CH2:14][CH2:13]3)[CH2:10][CH2:9]1)(=[O:6])[C:2]([CH3:5])([CH3:4])[CH3:3].Cl.[NH2:29][OH:30].CC([O-])=O.[Na+]. Product: [C:1]([O:7][C@@H:8]1[CH2:24][C:23]2[C@@:11]([CH3:27])([C@@H:12]3[C@@H:20]([CH2:21][CH:22]=2)[C@H:19]2[C@@:15]([CH3:26])([C:16](=[N:29][OH:30])[CH2:17][CH2:18]2)[CH2:14][CH2:13]3)[CH2:10][CH2:9]1)(=[O:6])[C:2]([CH3:5])([CH3:4])[CH3:3]. The catalyst class is: 88. (3) Reactant: [NH2:1][N:2]1[C:7]([C:8]([F:11])([F:10])[F:9])=[CH:6][C:5]([C:12]2[CH:17]=[CH:16][C:15]([C:18]([F:21])([F:20])[F:19])=[CH:14][CH:13]=2)=[CH:4][C:3]1=S.[CH2:23]([O:25][C:26](=[O:31])[CH:27](Cl)[CH:28]=O)[CH3:24].C([O-])(O)=O.[Na+]. Product: [CH2:23]([O:25][C:26]([C:27]1[CH:28]=[N:1][N:2]2[C:7]([C:8]([F:11])([F:10])[F:9])=[CH:6][C:5]([C:12]3[CH:17]=[CH:16][C:15]([C:18]([F:21])([F:20])[F:19])=[CH:14][CH:13]=3)=[CH:4][C:3]=12)=[O:31])[CH3:24]. The catalyst class is: 14.